This data is from Forward reaction prediction with 1.9M reactions from USPTO patents (1976-2016). The task is: Predict the product of the given reaction. (1) Given the reactants [CH3:1][C:2]1[N:11]=[C:10]([N:12]2[CH2:18][C:17]3[CH:19]=[C:20](B(O)O)[CH:21]=[CH:22][C:16]=3[O:15][CH2:14][CH2:13]2)[C:9]2[CH2:8][C:7]([CH3:27])([CH3:26])[CH2:6][CH2:5][C:4]=2[N:3]=1.[NH2:28][C:29]1[C:34]([S:35]([N:38]([CH3:40])[CH3:39])(=[O:37])=[O:36])=[CH:33][C:32](Br)=[CH:31][N:30]=1, predict the reaction product. The product is: [NH2:28][C:29]1[C:34]([S:35]([N:38]([CH3:40])[CH3:39])(=[O:37])=[O:36])=[CH:33][C:32]([C:20]2[CH:21]=[CH:22][C:16]3[O:15][CH2:14][CH2:13][N:12]([C:10]4[C:9]5[CH2:8][C:7]([CH3:27])([CH3:26])[CH2:6][CH2:5][C:4]=5[N:3]=[C:2]([CH3:1])[N:11]=4)[CH2:18][C:17]=3[CH:19]=2)=[CH:31][N:30]=1. (2) Given the reactants Cl[C:2]1[CH:7]=[CH:6][N:5]=[C:4]([NH:8][C:9]2[CH:14]=[C:13]([N:15]3[CH2:20][CH2:19][O:18][CH2:17][CH2:16]3)[CH:12]=[C:11]([N:21]3[CH2:26][CH2:25][O:24][CH2:23][CH2:22]3)[CH:10]=2)[N:3]=1.[CH3:27][C:28]1[N:33]=[C:32]([NH:34][CH3:35])[CH:31]=[CH:30][CH:29]=1.C(=O)([O-])[O-].[K+].[K+].CC1(C)C2C(=C(P(C3C=CC=CC=3)C3C=CC=CC=3)C=CC=2)OC2C(P(C3C=CC=CC=3)C3C=CC=CC=3)=CC=CC1=2, predict the reaction product. The product is: [N:21]1([C:11]2[CH:10]=[C:9]([NH:8][C:4]3[N:3]=[C:2]([N:34]([CH3:35])[C:32]4[CH:31]=[CH:30][CH:29]=[C:28]([CH3:27])[N:33]=4)[CH:7]=[CH:6][N:5]=3)[CH:14]=[C:13]([N:15]3[CH2:20][CH2:19][O:18][CH2:17][CH2:16]3)[CH:12]=2)[CH2:26][CH2:25][O:24][CH2:23][CH2:22]1. (3) Given the reactants [NH:1]1[CH2:6][CH2:5][CH:4]([NH:7][C:8]([C:10]2[NH:11][C:12]3[C:17]([CH:18]=2)=[C:16]([O:19][CH2:20][C:21]2[CH:25]=[CH:24][O:23][CH:22]=2)[CH:15]=[CH:14][CH:13]=3)=[O:9])[CH2:3][CH2:2]1.O[C@H:27](C)[CH2:28][N:29]1[CH2:34][CH2:33][C@@H:32]([O:35]C(=O)C(C)(C)C)[C@H:31]([CH3:42])[CH2:30]1.[C:44](OC(=O)NC1CCN(C[C@@H](N2CCC(O)CC2)C)CC1)(C)(C)C, predict the reaction product. The product is: [OH:35][C@@H:32]1[CH2:33][CH2:34][N:29]([C@@H:28]([CH3:27])[CH2:44][N:1]2[CH2:6][CH2:5][CH:4]([NH:7][C:8]([C:10]3[NH:11][C:12]4[C:17]([CH:18]=3)=[C:16]([O:19][CH2:20][C:21]3[CH:25]=[CH:24][O:23][CH:22]=3)[CH:15]=[CH:14][CH:13]=4)=[O:9])[CH2:3][CH2:2]2)[CH2:30][C@H:31]1[CH3:42]. (4) Given the reactants [C:1]([C:3]1[CH:4]=[C:5]2[C:9](=[CH:10][CH:11]=1)[N:8]([CH2:12][CH:13]1[CH2:18][CH2:17][N:16]([S:19]([C:22]3[CH:27]=[CH:26][CH:25]=[CH:24][CH:23]=3)(=[O:21])=[O:20])[CH2:15][CH2:14]1)[CH:7]=[CH:6]2)#[CH:2].ClCCl.O=C1O[C@H]([C@H](CO)O)C([O-])=C1O.[Na+].[N-:44]=[N+:45]=[N-:46].[Na+], predict the reaction product. The product is: [C:22]1([S:19]([N:16]2[CH2:17][CH2:18][CH:13]([CH2:12][N:8]3[C:9]4[C:5](=[CH:4][C:3]([C:1]5[NH:46][N:45]=[N:44][CH:2]=5)=[CH:11][CH:10]=4)[CH:6]=[CH:7]3)[CH2:14][CH2:15]2)(=[O:21])=[O:20])[CH:23]=[CH:24][CH:25]=[CH:26][CH:27]=1. (5) Given the reactants [OH:1][CH:2]1[CH2:6][CH2:5][O:4][CH2:3]1.Cl[C:8]1[C:17]2[C:12](=[CH:13][C:14]([O:23][CH3:24])=[C:15]([O:18][CH2:19][CH2:20][O:21][CH3:22])[CH:16]=2)[CH:11]=[C:10]([NH:25][C:26]2[CH:30]=[C:29]([CH3:31])[NH:28][N:27]=2)[N:9]=1, predict the reaction product. The product is: [CH3:24][O:23][C:14]1[CH:13]=[C:12]2[C:17](=[CH:16][C:15]=1[O:18][CH2:19][CH2:20][O:21][CH3:22])[C:8]([O:1][CH:2]1[CH2:6][CH2:5][O:4][CH2:3]1)=[N:9][C:10]([NH:25][C:26]1[CH:30]=[C:29]([CH3:31])[NH:28][N:27]=1)=[CH:11]2.